This data is from Peptide-MHC class II binding affinity with 134,281 pairs from IEDB. The task is: Regression. Given a peptide amino acid sequence and an MHC pseudo amino acid sequence, predict their binding affinity value. This is MHC class II binding data. (1) The peptide sequence is VDCRPFNGGESKLKA. The MHC is HLA-DPA10103-DPB10301 with pseudo-sequence HLA-DPA10103-DPB10301. The binding affinity (normalized) is 0. (2) The peptide sequence is FGCAVVNPSLNGKLT. The MHC is DRB1_0101 with pseudo-sequence DRB1_0101. The binding affinity (normalized) is 0.537. (3) The MHC is DRB1_0901 with pseudo-sequence DRB1_0901. The binding affinity (normalized) is 0.450. The peptide sequence is YNFATCGLIGLVTFL. (4) The peptide sequence is ALAQSRYWRIGSMYQGL. The MHC is DRB1_0701 with pseudo-sequence DRB1_0701. The binding affinity (normalized) is 0.308. (5) The peptide sequence is KVSFEPIPIHYCAPAGFA. The MHC is DRB1_1602 with pseudo-sequence DRB1_1602. The binding affinity (normalized) is 0.495. (6) The binding affinity (normalized) is 0.358. The peptide sequence is LCQVFADATPTGWGL. The MHC is DRB4_0101 with pseudo-sequence DRB4_0103. (7) The peptide sequence is VFLQTHIFAEVLKDAIKDL. The MHC is HLA-DPA10103-DPB10401 with pseudo-sequence HLA-DPA10103-DPB10401. The binding affinity (normalized) is 0.738. (8) The peptide sequence is AVIRGKKGAGGITIK. The MHC is DRB1_1602 with pseudo-sequence DRB1_1602. The binding affinity (normalized) is 0.189. (9) The peptide sequence is PSMGRDIKVQFQSGG. The MHC is HLA-DQA10501-DQB10201 with pseudo-sequence HLA-DQA10501-DQB10201. The binding affinity (normalized) is 0.233.